From a dataset of Reaction yield outcomes from USPTO patents with 853,638 reactions. Predict the reaction yield, written as a fraction of the theoretical maximum amount of product (1.0 means a 100% yield; for example, 0.34 means a 34% yield). The reactants are [NH:1]1[CH:5]=[CH:4][CH:3]=[N:2]1.C(=O)([O-])[O-].[Cs+].[Cs+].Br[C:13]1[CH:14]=[N:15][CH:16]=[CH:17][CH:18]=1. The catalyst is C(#N)C.CCOC(C)=O.[Cu-]=O. The product is [N:1]1([C:13]2[CH:14]=[N:15][CH:16]=[CH:17][CH:18]=2)[CH:5]=[CH:4][CH:3]=[N:2]1. The yield is 0.930.